This data is from Full USPTO retrosynthesis dataset with 1.9M reactions from patents (1976-2016). The task is: Predict the reactants needed to synthesize the given product. (1) Given the product [ClH:26].[Cl:26][C:27]1[C:28]([CH3:38])=[C:29]([S:34]([NH:1][C:2]2[CH:3]=[C:4]([O:11][C@@H:12]3[CH2:17][CH2:16][NH:15][CH2:14][C@H:13]3[F:25])[C:5]3[O:9][CH:8]=[CH:7][C:6]=3[CH:10]=2)(=[O:35])=[O:36])[C:30]([Cl:33])=[CH:31][CH:32]=1, predict the reactants needed to synthesize it. The reactants are: [NH2:1][C:2]1[CH:3]=[C:4]([O:11][C@@H:12]2[CH2:17][CH2:16][N:15](C(OC(C)(C)C)=O)[CH2:14][C@H:13]2[F:25])[C:5]2[O:9][CH:8]=[CH:7][C:6]=2[CH:10]=1.[Cl:26][C:27]1[C:28]([CH3:38])=[C:29]([S:34](Cl)(=[O:36])=[O:35])[C:30]([Cl:33])=[CH:31][CH:32]=1. (2) The reactants are: [Cl:1][C:2]1[CH:10]=[CH:9][C:8]2[NH:7][C:6]3[CH2:11][CH2:12][N:13]([CH3:15])[CH2:14][C:5]=3[C:4]=2[CH:3]=1.[OH-].[K+].Br[CH2:19][C:20]1([C:25]2[CH:30]=[CH:29][C:28]([F:31])=[CH:27][CH:26]=2)[O:24][CH2:23][CH2:22][O:21]1.O. Given the product [Cl:1][C:2]1[CH:10]=[CH:9][C:8]2[N:7]([CH2:19][C:20]3([C:25]4[CH:30]=[CH:29][C:28]([F:31])=[CH:27][CH:26]=4)[O:21][CH2:22][CH2:23][O:24]3)[C:6]3[CH2:11][CH2:12][N:13]([CH3:15])[CH2:14][C:5]=3[C:4]=2[CH:3]=1, predict the reactants needed to synthesize it.